The task is: Predict the reactants needed to synthesize the given product.. This data is from Full USPTO retrosynthesis dataset with 1.9M reactions from patents (1976-2016). (1) Given the product [C:7]1([C:13]2[C:24]([CH2:25][OH:26])=[C:16]3[C:17]4[CH:23]=[CH:22][O:21][C:18]=4[CH:19]=[CH:20][N:15]3[N:14]=2)[CH:8]=[CH:9][CH:10]=[CH:11][CH:12]=1, predict the reactants needed to synthesize it. The reactants are: [H-].[Al+3].[Li+].[H-].[H-].[H-].[C:7]1([C:13]2[C:24]([C:25](OC)=[O:26])=[C:16]3[C:17]4[CH:23]=[CH:22][O:21][C:18]=4[CH:19]=[CH:20][N:15]3[N:14]=2)[CH:12]=[CH:11][CH:10]=[CH:9][CH:8]=1.O.O.O.O.O.O.O.O.O.O.S([O-])([O-])(=O)=O.[Na+].[Na+]. (2) Given the product [Cl:65][C:59]1[CH:60]=[CH:61][C:62]([F:64])=[CH:63][C:58]=1[C:57]([N:54]1[CH2:53][CH2:52][N:51]([C:49](=[O:50])[CH2:48][NH:47][C:20](=[O:22])[C:19]2[CH:18]=[CH:17][C:16]([N:12]3[CH2:13][CH2:14][CH2:15][C:11]3=[O:10])=[CH:24][CH:23]=2)[CH2:56][CH2:55]1)=[O:66], predict the reactants needed to synthesize it. The reactants are: CCN(C(C)C)C(C)C.[O:10]=[C:11]1[CH2:15][CH2:14][CH2:13][N:12]1[C:16]1[CH:24]=[CH:23][C:19]([C:20]([OH:22])=O)=[CH:18][CH:17]=1.C1C=CC2N(O)N=NC=2C=1.CCN=C=NCCCN(C)C.Cl.[NH2:47][CH2:48][C:49]([N:51]1[CH2:56][CH2:55][N:54]([C:57](=[O:66])[C:58]2[CH:63]=[C:62]([F:64])[CH:61]=[CH:60][C:59]=2[Cl:65])[CH2:53][CH2:52]1)=[O:50].ClC1C=CC(F)=CC=1C(O)=O. (3) Given the product [NH:18]=[C:16]1[N:9]2[C:10]([O:12][CH3:13])=[CH:11][C:6]([C:4]([O:3][CH2:1][CH3:2])=[O:5])=[CH:7][C:8]2=[CH:14][NH:15]1, predict the reactants needed to synthesize it. The reactants are: [CH2:1]([O:3][C:4]([C:6]1[CH:11]=[C:10]([O:12][CH3:13])[N:9]=[C:8]([CH2:14][NH:15][C:16]([NH:18]C(OCC2C3C=CC=CC=3C3C2=CC=CC=3)=O)=S)[CH:7]=1)=[O:5])[CH3:2].C1CCC(N=C=NC2CCCCC2)CC1. (4) Given the product [CH2:35]([O:34][C:32](=[O:33])[CH2:31][N:17]1[C:18]2[C:14](=[C:13]([Cl:12])[CH:21]=[CH:20][CH:19]=2)[C:15](=[O:23])[C:16]1=[O:22])[CH3:36], predict the reactants needed to synthesize it. The reactants are: N1C2C(=CC=CC=2)C(=O)C1=O.[Cl:12][C:13]1[CH:21]=[CH:20][CH:19]=[C:18]2[C:14]=1[C:15](=[O:23])[C:16](=[O:22])[NH:17]2.BrCCC1CC1.Br[CH2:31][C:32]([O:34][CH2:35][CH3:36])=[O:33]. (5) Given the product [CH3:12][S:13]([O:11][CH2:10][C:8]1[S:9][C:5]([C:1]([CH3:4])([CH3:2])[CH3:3])=[CH:6][CH:7]=1)(=[O:15])=[O:14], predict the reactants needed to synthesize it. The reactants are: [C:1]([C:5]1[S:9][C:8]([CH2:10][OH:11])=[CH:7][CH:6]=1)([CH3:4])([CH3:3])[CH3:2].[CH3:12][S:13](Cl)(=[O:15])=[O:14]. (6) Given the product [Cl:19][C:3]1[C:12]2[C:7](=[CH:8][CH:9]=[C:10]([C:13]([F:16])([F:15])[F:14])[CH:11]=2)[CH:6]=[CH:5][N:4]=1, predict the reactants needed to synthesize it. The reactants are: CO[C:3]1[C:12]2[C:7](=[CH:8][CH:9]=[C:10]([C:13]([F:16])([F:15])[F:14])[CH:11]=2)[CH:6]=[CH:5][N:4]=1.P(Cl)(Cl)([Cl:19])=O. (7) The reactants are: Br[CH2:2][C:3]1[CH:8]=[CH:7][CH:6]=[C:5]([CH3:9])[CH:4]=1.CC1(C)C(C)(C)OB([C:18]2[CH:19]=[C:20]([C:23]([O:25][CH3:26])=[O:24])[O:21][CH:22]=2)O1.O.C([O-])([O-])=O.[Na+].[Na+]. Given the product [CH3:9][C:5]1[CH:4]=[C:3]([CH:8]=[CH:7][CH:6]=1)[CH2:2][C:18]1[CH:19]=[C:20]([C:23]([O:25][CH3:26])=[O:24])[O:21][CH:22]=1, predict the reactants needed to synthesize it. (8) Given the product [CH3:15][O:14][C:6]1[CH:5]=[CH:4][CH:3]=[C:12]2[C:7]=1[CH:8]=[CH:9][C:10]([CH3:13])=[N:11]2, predict the reactants needed to synthesize it. The reactants are: Cl.Cl[C:3]1[CH:4]=[CH:5][C:6]([O:14][CH3:15])=[C:7]2[C:12]=1[N:11]=[C:10]([CH3:13])[CH:9]=[CH:8]2.[OH-].[Na+]. (9) Given the product [CH3:1][O:2][C:3]1[CH2:4][N:5]([C:11]2[CH:16]=[CH:15][CH:14]=[CH:13][CH:12]=2)[CH:6]=[CH:7][CH:8]=1, predict the reactants needed to synthesize it. The reactants are: [CH3:1][O:2][C:3]1[C:4](N)=[N:5][CH:6]=[CH:7][CH:8]=1.Br[C:11]1[CH:16]=[CH:15][CH:14]=[CH:13][CH:12]=1.CC(C)([O-])C.[Na+].COC1C=CC=C(OC)C=1C1C=CC=CC=1P(C1CCCCC1)C1CCCCC1.